Dataset: Blood-brain barrier permeability classification from the B3DB database. Task: Regression/Classification. Given a drug SMILES string, predict its absorption, distribution, metabolism, or excretion properties. Task type varies by dataset: regression for continuous measurements (e.g., permeability, clearance, half-life) or binary classification for categorical outcomes (e.g., BBB penetration, CYP inhibition). Dataset: b3db_classification. (1) The molecule is Cc1ccccc1C. The result is 1 (penetrates BBB). (2) The drug is CCN[C@H]1CN(CCCOC)S(=O)(=O)c2sc(S(N)(=O)=O)cc21. The result is 0 (does not penetrate BBB). (3) The molecule is COc1ccc(C(=C(C#N)CCC(=O)O)c2ccc(OC)cc2)cc1. The result is 0 (does not penetrate BBB). (4) The drug is OC1OC(COCCOC(O)C(Cl)(Cl)Cl)C(OC2OC(COCCOCCOC(O)C(Cl)(Cl)Cl)CC(OC(O)C(Cl)(Cl)Cl)C2O)C(OCCOCCOC(O)C(Cl)(Cl)Cl)C1O. The result is 1 (penetrates BBB). (5) The molecule is CC(C)n1c(/C=C/[C@@H](O)C[C@H](O)CC(=O)O)c(-c2ccc(F)cc2)c2ccccc21. The result is 1 (penetrates BBB). (6) The molecule is Cc1cn([C@@H]2C[C@H](N=[N+]=[N-])[C@H](CO)O2)c(=O)[nH]c1=O. The result is 1 (penetrates BBB).